This data is from Forward reaction prediction with 1.9M reactions from USPTO patents (1976-2016). The task is: Predict the product of the given reaction. (1) Given the reactants C(O)(=O)C.C(O[BH-](OC(=O)C)OC(=O)C)(=O)C.[Na+].[NH2:19][C:20]1[CH:40]=[C:39]([C:41]2[N:45]=C(C)O[N:42]=2)[CH:38]=[CH:37][C:21]=1[CH2:22][NH:23][C:24](=[O:36])[C:25]1[CH:30]=[C:29]([O:31][CH3:32])[C:28]([CH3:33])=[C:27]([O:34][CH3:35])[CH:26]=1.[CH3:47][C:48]([CH3:50])=O.COC(OC)OC, predict the reaction product. The product is: [C:41]([C:39]1[CH:38]=[CH:37][C:21]([CH2:22][NH:23][C:24](=[O:36])[C:25]2[CH:30]=[C:29]([O:31][CH3:32])[C:28]([CH3:33])=[C:27]([O:34][CH3:35])[CH:26]=2)=[C:20]([NH:19][CH:48]([CH3:50])[CH3:47])[CH:40]=1)(=[NH:42])[NH2:45]. (2) Given the reactants [CH2:1]([C:3]([C:14]1[CH:19]=[CH:18][C:17]([O:20]S(C(F)(F)F)(=O)=O)=[C:16]([CH3:28])[CH:15]=1)([C:6]1[CH:11]=[CH:10][C:9](O)=[C:8]([CH3:13])[CH:7]=1)[CH2:4][CH3:5])[CH3:2].C1C=CC(P(C2C=CC=CC=2)CCCP(C2C=CC=CC=2)C2C=CC=CC=2)=CC=1.CCN(CC)CC.[C:65]([O:68][CH2:69]C)(=[O:67])C, predict the reaction product. The product is: [CH3:69][O:68][C:65](=[O:67])[C:9]1[CH:10]=[CH:11][C:6]([C:3]([CH2:1][CH3:2])([C:14]2[CH:19]=[CH:18][C:17]([OH:20])=[C:16]([CH3:28])[CH:15]=2)[CH2:4][CH3:5])=[CH:7][C:8]=1[CH3:13]. (3) Given the reactants [OH2:1].[O-:2][CH2:3][CH2:4]CC.[O-][CH2:8]CCC.[O-]CCCC.[O-]CCCC.[Ti+4:22].C[C:24]([OH:31])([CH2:28]CC)[CH2:25]CO, predict the reaction product. The product is: [CH3:28][CH:24]([O:31][C:3]([CH3:4])=[O:2])[CH2:25][O:1][CH3:8].[Ti:22].